From a dataset of Peptide-MHC class I binding affinity with 185,985 pairs from IEDB/IMGT. Regression. Given a peptide amino acid sequence and an MHC pseudo amino acid sequence, predict their binding affinity value. This is MHC class I binding data. (1) The peptide sequence is HPRQFLAFL. The MHC is HLA-A03:01 with pseudo-sequence HLA-A03:01. The binding affinity (normalized) is 0.0847. (2) The peptide sequence is ILYKVRKNFT. The MHC is HLA-A02:01 with pseudo-sequence HLA-A02:01. The binding affinity (normalized) is 0.173.